From a dataset of Acute oral toxicity (LD50) regression data from Zhu et al.. Regression/Classification. Given a drug SMILES string, predict its toxicity properties. Task type varies by dataset: regression for continuous values (e.g., LD50, hERG inhibition percentage) or binary classification for toxic/non-toxic outcomes (e.g., AMES mutagenicity, cardiotoxicity, hepatotoxicity). Dataset: ld50_zhu. (1) The drug is Cc1c(O)cccc1O. The rat oral LD50 is 2.79, given as -log10 of the dose in mol/kg body weight (higher means more acutely toxic). (2) The drug is CCOP(=O)(OCC)SCSc1cc(Cl)ccc1Cl. The rat oral LD50 is 3.98, given as -log10 of the dose in mol/kg body weight (higher means more acutely toxic). (3) The molecule is CCN(CCO)C(=S)NP(=S)(OC)OC. The rat oral LD50 is 4.21, given as -log10 of the dose in mol/kg body weight (higher means more acutely toxic). (4) The molecule is CCC(C)OC(CBr)c1ccccc1. The rat oral LD50 is 3.01, given as -log10 of the dose in mol/kg body weight (higher means more acutely toxic). (5) The compound is C1CSCCO1. The rat oral LD50 is 1.57, given as -log10 of the dose in mol/kg body weight (higher means more acutely toxic). (6) The drug is CCOC(C1=NCC(C)(C)CN1)c1cccc(F)c1. The rat oral LD50 is 2.55, given as -log10 of the dose in mol/kg body weight (higher means more acutely toxic).